Dataset: Full USPTO retrosynthesis dataset with 1.9M reactions from patents (1976-2016). Task: Predict the reactants needed to synthesize the given product. (1) Given the product [OH:4][N:3]=[CH:2][C:1]([NH:19][CH2:18][CH2:17][CH2:16][N:9]1[CH2:15][CH2:14][CH2:13][CH2:12][CH2:11][CH2:10]1)=[O:6], predict the reactants needed to synthesize it. The reactants are: [C:1]([O:6]CC)(=O)[CH:2]=[N:3][OH:4].[N:9]1([CH2:16][CH2:17][CH2:18][NH2:19])[CH2:15][CH2:14][CH2:13][CH2:12][CH2:11][CH2:10]1. (2) Given the product [Cl:31][C:5]1[C:6](=[O:30])[NH:7][C:8]([C:10]2[CH:15]=[C:14]([S:16]([N:19]3[CH2:24][CH2:23][N:22]([CH3:25])[CH2:21][CH2:20]3)(=[O:18])=[O:17])[CH:13]=[CH:12][C:11]=2[O:26][CH2:27][CH2:28][CH3:29])=[N:9][C:4]=1[CH:1]([CH3:3])[CH3:2], predict the reactants needed to synthesize it. The reactants are: [CH:1]([C:4]1[N:9]=[C:8]([C:10]2[CH:15]=[C:14]([S:16]([N:19]3[CH2:24][CH2:23][N:22]([CH3:25])[CH2:21][CH2:20]3)(=[O:18])=[O:17])[CH:13]=[CH:12][C:11]=2[O:26][CH2:27][CH2:28][CH3:29])[NH:7][C:6](=[O:30])[CH:5]=1)([CH3:3])[CH3:2].[Cl:31]Cl.